Dataset: Forward reaction prediction with 1.9M reactions from USPTO patents (1976-2016). Task: Predict the product of the given reaction. (1) Given the reactants Cl[CH2:2][C:3]1[O:4][C:5]2[CH:11]=[CH:10][C:9]([C:12]3[C:20]4[C:15](=[CH:16][C:17]([F:21])=[CH:18][CH:19]=4)[N:14]([S:22]([C:25]4[CH:30]=[CH:29][CH:28]=[CH:27][CH:26]=4)(=[O:24])=[O:23])[CH:13]=3)=[CH:8][C:6]=2[N:7]=1.[C:31]([O:35][C:36]([NH:38][C:39]([O:41][C:42]([CH3:45])([CH3:44])[CH3:43])=[O:40])=[O:37])([CH3:34])([CH3:33])[CH3:32].C([O-])([O-])=O.[K+].[K+], predict the reaction product. The product is: [C:25]1([S:22]([N:14]2[C:15]3[C:20](=[CH:19][CH:18]=[C:17]([F:21])[CH:16]=3)[C:12]([C:9]3[CH:10]=[CH:11][C:5]4[O:4][C:3]([CH2:2][N:38]([C:36]([O:35][C:31]([CH3:34])([CH3:33])[CH3:32])=[O:37])[C:39](=[O:40])[O:41][C:42]([CH3:44])([CH3:45])[CH3:43])=[N:7][C:6]=4[CH:8]=3)=[CH:13]2)(=[O:24])=[O:23])[CH:30]=[CH:29][CH:28]=[CH:27][CH:26]=1. (2) Given the reactants CC1(C)[O:7][C@H:6]2[C@H:8]([OH:13])[C@H:9]([OH:12])[CH2:10][O:11][C@@H:5]2[CH2:4][O:3]1.Cl, predict the reaction product. The product is: [OH:3][CH2:4][C@@H:5]1[C@@H:6]([OH:7])[C@H:8]([OH:13])[C@H:9]([OH:12])[CH2:10][O:11]1. (3) Given the reactants [C:1](#[N:8])[C:2]1[CH:7]=[CH:6][CH:5]=[CH:4][CH:3]=1.[CH3:9][S:10][C:11]1[CH:17]=[CH:16][C:14]([NH2:15])=[CH:13][CH:12]=1, predict the reaction product. The product is: [CH3:9][S:10][C:11]1[CH:17]=[CH:16][C:14]([NH:15][C:1](=[NH:8])[C:2]2[CH:7]=[CH:6][CH:5]=[CH:4][CH:3]=2)=[CH:13][CH:12]=1. (4) Given the reactants C[O:2][C:3](=[O:28])[CH2:4][NH:5][C:6]1[CH:27]=[CH:26][C:9]2[C:10]3[N:14]([CH2:15][CH2:16][O:17][C:8]=2[CH:7]=1)[CH:13]=[C:12]([C:18]1[N:19]([CH:23]([CH3:25])[CH3:24])[N:20]=[CH:21][N:22]=1)[N:11]=3.O.[OH-].[Li+:31], predict the reaction product. The product is: [Li+:31].[CH:23]([N:19]1[C:18]([C:12]2[N:11]=[C:10]3[N:14]([CH2:15][CH2:16][O:17][C:8]4[CH:7]=[C:6]([NH:5][CH2:4][C:3]([O-:28])=[O:2])[CH:27]=[CH:26][C:9]=43)[CH:13]=2)=[N:22][CH:21]=[N:20]1)([CH3:25])[CH3:24]. (5) Given the reactants C([SiH]([CH2:6][CH3:7])CC)C.F[C:9](F)(F)[C:10]([OH:12])=[O:11].[I-].[NH4+:16].[CH3:17][S:18]C.[CH:20](Cl)(Cl)Cl, predict the reaction product. The product is: [CH3:20][NH:16][C@H:9]([C:10]([OH:12])=[O:11])[CH2:7][CH2:6][S:18][CH3:17]. (6) Given the reactants [CH3:1][C:2]1[CH:8]=[CH:7][C:5](N)=[CH:4][C:3]=1[O:9][CH3:10].[OH:11]S(O)(=O)=O.N([O-])=O.[Na+], predict the reaction product. The product is: [CH3:1][C:2]1[CH:8]=[CH:7][C:5]([OH:11])=[CH:4][C:3]=1[O:9][CH3:10]. (7) Given the reactants [CH3:1][O:2][C:3]1[CH:40]=[CH:39][C:6]([CH2:7][N:8]([CH2:30][C:31]2[CH:36]=[CH:35][C:34]([O:37][CH3:38])=[CH:33][CH:32]=2)[C:9]2[N:14]=[CH:13][C:12]([C:15]3[C:16]4[CH2:29][CH2:28][NH:27][C:17]=4[N:18]=[C:19]([N:21]4[CH2:26][CH2:25][O:24][CH2:23][CH2:22]4)[N:20]=3)=[CH:11][N:10]=2)=[CH:5][CH:4]=1.Br[C:42]1[CH:47]=[CH:46][C:45]([S:48]([N:51](C(OC(C)(C)C)=O)[CH2:52][CH2:53][CH2:54][OH:55])(=[O:50])=[O:49])=[CH:44][CH:43]=1.COC(=O)C1C=CC(Br)=CC=1, predict the reaction product. The product is: [CH3:38][O:37][C:34]1[CH:33]=[CH:32][C:31]([CH2:30][N:8]([CH2:7][C:6]2[CH:5]=[CH:4][C:3]([O:2][CH3:1])=[CH:40][CH:39]=2)[C:9]2[N:10]=[CH:11][C:12]([C:15]3[C:16]4[CH2:29][CH2:28][N:27]([C:42]5[CH:47]=[CH:46][C:45]([S:48]([NH:51][CH2:52][CH2:53][CH2:54][OH:55])(=[O:50])=[O:49])=[CH:44][CH:43]=5)[C:17]=4[N:18]=[C:19]([N:21]4[CH2:26][CH2:25][O:24][CH2:23][CH2:22]4)[N:20]=3)=[CH:13][N:14]=2)=[CH:36][CH:35]=1. (8) Given the reactants IC.[CH2:3]([N:10]1[CH2:15][CH2:14][C:13]([NH:19][C:20]2[CH:25]=[CH:24][CH:23]=[CH:22][CH:21]=2)([C:16]([O-:18])=[O:17])[CH2:12][CH2:11]1)[C:4]1[CH:9]=[CH:8][CH:7]=[CH:6][CH:5]=1.[Na+].[CH3:27]CCCCC, predict the reaction product. The product is: [CH2:3]([N:10]1[CH2:11][CH2:12][C:13]([NH:19][C:20]2[CH:25]=[CH:24][CH:23]=[CH:22][CH:21]=2)([C:16]([O:18][CH3:27])=[O:17])[CH2:14][CH2:15]1)[C:4]1[CH:5]=[CH:6][CH:7]=[CH:8][CH:9]=1. (9) Given the reactants Cl[C:2]1[C:11]([N:12]([CH:14]([CH3:16])[CH3:15])[CH3:13])=[N:10][C:9]2[C:4](=[CH:5][CH:6]=[C:7]([C:17]([O:19][CH3:20])=[O:18])[CH:8]=2)[N:3]=1.[CH3:21][O:22][C:23]1[CH:28]=[CH:27][CH:26]=[CH:25][C:24]=1B(O)O.[O-]P([O-])([O-])=O.[K+].[K+].[K+], predict the reaction product. The product is: [CH:14]([N:12]([CH3:13])[C:11]1[C:2]([C:24]2[CH:25]=[CH:26][CH:27]=[CH:28][C:23]=2[O:22][CH3:21])=[N:3][C:4]2[C:9]([N:10]=1)=[CH:8][C:7]([C:17]([O:19][CH3:20])=[O:18])=[CH:6][CH:5]=2)([CH3:16])[CH3:15]. (10) Given the reactants [CH2:1]([O:3][C:4](=[O:12])[CH:5](Br)[C:6](=O)[CH:7]([CH3:9])[CH3:8])[CH3:2].[NH2:13][C:14]([NH2:16])=[S:15].N, predict the reaction product. The product is: [CH2:1]([O:3][C:4]([C:5]1[S:15][C:14]([NH2:16])=[N:13][C:6]=1[CH:7]([CH3:9])[CH3:8])=[O:12])[CH3:2].